Dataset: Reaction yield outcomes from USPTO patents with 853,638 reactions. Task: Predict the reaction yield, written as a fraction of the theoretical maximum amount of product (1.0 means a 100% yield; for example, 0.34 means a 34% yield). (1) The reactants are [NH2:1][C:2]1[C:11]2[C:6](=[C:7](I)[C:8]([F:12])=[CH:9][CH:10]=2)[N:5]=[N:4][C:3]=1[C:14]([NH:16][CH:17]1[CH2:19][CH2:18]1)=[O:15].[CH3:20][O:21][C:22]1[CH:27]=[CH:26][C:25]([CH3:28])=[CH:24][C:23]=1B(O)O. No catalyst specified. The product is [NH2:1][C:2]1[C:11]2[C:6](=[C:7]([C:23]3[CH:24]=[C:25]([CH3:28])[CH:26]=[CH:27][C:22]=3[O:21][CH3:20])[C:8]([F:12])=[CH:9][CH:10]=2)[N:5]=[N:4][C:3]=1[C:14]([NH:16][CH:17]1[CH2:19][CH2:18]1)=[O:15]. The yield is 0.760. (2) The reactants are [C:1]([O:4][CH2:5][C@@H:6]1[C@@H:13]2[C@@H:9]([O:10][C:11]([CH3:15])([CH3:14])[O:12]2)[C@H:8]([N:16]2[CH:24]=[N:23][C:22]3[C:17]2=[N:18][CH:19]=[N:20][C:21]=3[NH2:25])[O:7]1)(=[O:3])[CH3:2].[C:26]1([N:32]=[C:33]=[O:34])[CH:31]=[CH:30][CH:29]=[CH:28][CH:27]=1. The catalyst is C(C#N)(C)=O. The product is [C:1]([O:4][CH2:5][C@@H:6]1[C@@H:13]2[C@@H:9]([O:10][C:11]([CH3:15])([CH3:14])[O:12]2)[C@H:8]([N:16]2[CH:24]=[N:23][C:22]3[C:17]2=[N:18][CH:19]=[N:20][C:21]=3[NH:25][C:33]([NH:32][C:26]2[CH:31]=[CH:30][CH:29]=[CH:28][CH:27]=2)=[O:34])[O:7]1)(=[O:3])[CH3:2]. The yield is 1.00. (3) The reactants are [N+:1]([C:4]1[CH:5]=[CH:6][C:7]2[S:11][C:10]([C:12]3[CH:17]=[CH:16][C:15]([CH3:18])=[CH:14][CH:13]=3)=[N:9][C:8]=2[CH:19]=1)([O-])=O.[Cl-].[NH4+]. The catalyst is C(O)C.O.[Fe]. The product is [C:15]1([CH3:18])[CH:14]=[CH:13][C:12]([C:10]2[S:11][C:7]3[CH:6]=[CH:5][C:4]([NH2:1])=[CH:19][C:8]=3[N:9]=2)=[CH:17][CH:16]=1. The yield is 0.620. (4) The reactants are [F:1][C:2]1[CH:7]=[C:6]([N:8]2[CH:13]=[CH:12][CH:11]=[CH:10][C:9]2=[O:14])[CH:5]=[CH:4][C:3]=1[CH2:15][C:16]([C:18]1[N:22]([C:23]2[CH:28]=[CH:27][C:26]([O:29][CH3:30])=[CH:25][CH:24]=2)[N:21]=[C:20]([C:31]#[N:32])[CH:19]=1)=[O:17].S(O)(O)(=O)=[O:34].C(OCC)(=O)C. The catalyst is O. The product is [F:1][C:2]1[CH:7]=[C:6]([N:8]2[CH:13]=[CH:12][CH:11]=[CH:10][C:9]2=[O:14])[CH:5]=[CH:4][C:3]=1[CH2:15][C:16]([C:18]1[N:22]([C:23]2[CH:24]=[CH:25][C:26]([O:29][CH3:30])=[CH:27][CH:28]=2)[N:21]=[C:20]([C:31]([NH2:32])=[O:34])[CH:19]=1)=[O:17]. The yield is 0.410. (5) The reactants are [Br:1][C:2]1[CH:6]=[N:5][N:4]([CH:7]([CH3:9])[CH3:8])[C:3]=1[C:10]1[CH:11]=[C:12]([NH2:18])[CH:13]=[CH:14][C:15]=1[O:16][CH3:17].[Cl:19][C:20]1[CH:21]=[C:22]([N:27]=[C:28]=[O:29])[CH:23]=[CH:24][C:25]=1[F:26]. The catalyst is C(Cl)Cl. The product is [Br:1][C:2]1[CH:6]=[N:5][N:4]([CH:7]([CH3:9])[CH3:8])[C:3]=1[C:10]1[CH:11]=[C:12]([NH:18][C:28]([NH:27][C:22]2[CH:23]=[CH:24][C:25]([F:26])=[C:20]([Cl:19])[CH:21]=2)=[O:29])[CH:13]=[CH:14][C:15]=1[O:16][CH3:17]. The yield is 0.540. (6) The reactants are Br[C:2]1[C:10]2[C:5](=[CH:6][CH:7]=[C:8]([CH:11]3[C:20]([C:21]#[N:22])=[C:19]([CH3:23])[N:18]4[C:13]([CH2:14][O:15][CH2:16][CH2:17]4)=[C:12]3[C:24]#[N:25])[CH:9]=2)[NH:4][N:3]=1.[F:26][C:27]1[N:32]=[CH:31][C:30](B(O)O)=[CH:29][CH:28]=1.C(=O)(O)[O-].[Na+]. The catalyst is O1CCOCC1.C1C=CC([P]([Pd]([P](C2C=CC=CC=2)(C2C=CC=CC=2)C2C=CC=CC=2)([P](C2C=CC=CC=2)(C2C=CC=CC=2)C2C=CC=CC=2)[P](C2C=CC=CC=2)(C2C=CC=CC=2)C2C=CC=CC=2)(C2C=CC=CC=2)C2C=CC=CC=2)=CC=1. The product is [F:26][C:27]1[N:32]=[CH:31][C:30]([C:2]2[C:10]3[C:5](=[CH:6][CH:7]=[C:8]([CH:11]4[C:20]([C:21]#[N:22])=[C:19]([CH3:23])[N:18]5[C:13]([CH2:14][O:15][CH2:16][CH2:17]5)=[C:12]4[C:24]#[N:25])[CH:9]=3)[NH:4][N:3]=2)=[CH:29][CH:28]=1. The yield is 0.490.